This data is from Full USPTO retrosynthesis dataset with 1.9M reactions from patents (1976-2016). The task is: Predict the reactants needed to synthesize the given product. (1) Given the product [C:1]([O:4][CH2:5][CH2:6][C:7](=[O:9])[CH2:8][Br:14])(=[O:3])[CH3:2], predict the reactants needed to synthesize it. The reactants are: [C:1]([O:4][CH2:5][CH2:6][C:7](=[O:9])[CH3:8])(=[O:3])[CH3:2].[Cl-].[Al+3].[Cl-].[Cl-].[Br:14]Br. (2) Given the product [OH:1][C:2]1([C:41]2[CH:55]=[CH:54][CH:53]=[CH:52][C:42]=2[O:43][CH2:44][CH2:45][CH2:46][C:47]([OH:49])=[O:48])[CH2:3][CH2:4][N:5]([C:8]([C@:10]2([O:31][C:32]3[CH:36]=[C:35]([C:37]([F:40])([F:38])[F:39])[S:34][CH:33]=3)[CH2:15][CH2:14][CH2:13][N:12]([C:16](=[O:27])[C:17]3[C:22]([C:23]([F:24])([F:26])[F:25])=[CH:21][CH:20]=[N:19][CH:18]=3)[C@@H:11]2[CH2:28][CH2:29][CH3:30])=[O:9])[CH2:6][CH2:7]1, predict the reactants needed to synthesize it. The reactants are: [OH:1][C:2]1([C:41]2[CH:55]=[CH:54][CH:53]=[CH:52][C:42]=2[O:43][CH2:44][CH2:45][CH2:46][C:47]([O:49]CC)=[O:48])[CH2:7][CH2:6][N:5]([C:8]([C@:10]2([O:31][C:32]3[CH:36]=[C:35]([C:37]([F:40])([F:39])[F:38])[S:34][CH:33]=3)[CH2:15][CH2:14][CH2:13][N:12]([C:16](=[O:27])[C:17]3[C:22]([C:23]([F:26])([F:25])[F:24])=[CH:21][CH:20]=[N:19][CH:18]=3)[C@@H:11]2[CH2:28][CH2:29][CH3:30])=[O:9])[CH2:4][CH2:3]1.[OH-].[K+]. (3) Given the product [NH2:1][C:2]1[N:3]=[C:4]2[CH2:45][O:44][CH2:49][C:5]2=[N:6][CH:7]=1, predict the reactants needed to synthesize it. The reactants are: [NH2:1][C:2]1[CH:7]=[N:6][C:5](Br)=[C:4](Cl)[N:3]=1.CC(C1C=C(C(C)C)C(C2C=CC=CC=2P(C2CCCCC2)C2CCCCC2)=C(C(C)C)C=1)C.[O:44]1[CH2:49]COC[CH2:45]1. (4) Given the product [ClH:1].[ClH:1].[F:14][C:11]1[CH:12]=[CH:13][C:8]([C:5]2[CH:6]=[CH:7][C:2]([N:21]3[CH2:22][CH2:23][N:18]([CH:15]([CH3:17])[CH3:16])[CH2:19][CH2:20]3)=[N:3][CH:4]=2)=[CH:9][CH:10]=1, predict the reactants needed to synthesize it. The reactants are: [Cl:1][C:2]1[CH:7]=[CH:6][C:5]([C:8]2[CH:13]=[CH:12][C:11]([F:14])=[CH:10][CH:9]=2)=[CH:4][N:3]=1.[CH:15]([N:18]1[CH2:23][CH2:22][NH:21][CH2:20][CH2:19]1)([CH3:17])[CH3:16]. (5) Given the product [F:1][C:2]1[CH:7]=[CH:6][C:5]([CH2:8][C@@H:9]2[CH2:14][CH2:13][CH2:12][N:11]([CH2:15][CH2:16][CH2:17][NH:18][C:26]([NH:27][C:28]3[CH:29]=[CH:30][C:31]([C:34]4[N:38]([CH3:39])[N:37]=[N:36][N:35]=4)=[CH:32][CH:33]=3)=[O:25])[CH2:10]2)=[CH:4][CH:3]=1, predict the reactants needed to synthesize it. The reactants are: [F:1][C:2]1[CH:7]=[CH:6][C:5]([CH2:8][C@@H:9]2[CH2:14][CH2:13][CH2:12][N:11]([CH2:15][CH2:16][CH2:17][NH2:18])[CH2:10]2)=[CH:4][CH:3]=1.C1([O:25][C:26](=O)[NH:27][C:28]2[CH:33]=[CH:32][C:31]([C:34]3[N:38]([CH3:39])[N:37]=[N:36][N:35]=3)=[CH:30][CH:29]=2)C=CC=CC=1.Cl.C(OCC)C. (6) Given the product [ClH:37].[N:24]1([C:22]([C:19]2[CH:20]=[CH:21][C:16]([C:14]3[CH:13]=[CH:12][C:11]4[C:7]([NH:6][C:4]([CH:1]5[CH2:3][CH2:2]5)=[O:5])=[N:8][O:9][C:10]=4[CH:15]=3)=[CH:17][CH:18]=2)=[O:23])[CH2:29][CH2:28][NH:27][CH2:26][CH2:25]1, predict the reactants needed to synthesize it. The reactants are: [CH:1]1([C:4]([NH:6][C:7]2[C:11]3[CH:12]=[CH:13][C:14]([C:16]4[CH:21]=[CH:20][C:19]([C:22]([N:24]5[CH2:29][CH2:28][N:27](C(OC(C)(C)C)=O)[CH2:26][CH2:25]5)=[O:23])=[CH:18][CH:17]=4)=[CH:15][C:10]=3[O:9][N:8]=2)=[O:5])[CH2:3][CH2:2]1.[ClH:37]. (7) The reactants are: [F:1][B-:2]([F:5])([F:4])[F:3].[C:6]1([C:12]2[CH:17]=[C:16]([C:18]3[CH:23]=[CH:22][CH:21]=[CH:20][CH:19]=3)[CH:15]=[C:14]([C:24]3[CH:29]=[CH:28][CH:27]=[CH:26][CH:25]=3)[O+]=2)[CH:11]=[CH:10][CH:9]=[CH:8][CH:7]=1.[NH2:30][C:31]1[CH:36]=[CH:35][CH:34]=[CH:33][CH:32]=1. Given the product [F:1][B-:2]([F:5])([F:4])[F:3].[C:31]1([N+:30]2[C:12]([C:6]3[CH:11]=[CH:10][CH:9]=[CH:8][CH:7]=3)=[CH:17][C:16]([C:18]3[CH:23]=[CH:22][CH:21]=[CH:20][CH:19]=3)=[CH:15][C:14]=2[C:24]2[CH:29]=[CH:28][CH:27]=[CH:26][CH:25]=2)[CH:36]=[CH:35][CH:34]=[CH:33][CH:32]=1, predict the reactants needed to synthesize it. (8) Given the product [CH2:27]([O:26][C:24](=[O:25])[C:23]([C:21]#[N:22])=[C:1]([CH3:2])[C:4]([C:5]([O:7][CH2:8][CH3:9])=[O:6])([C:10]([O:12][CH2:13][CH3:14])=[O:11])[C:15]1[CH:20]=[CH:19][CH:18]=[CH:17][CH:16]=1)[CH3:28], predict the reactants needed to synthesize it. The reactants are: [C:1]([C:4]([C:15]1[CH:20]=[CH:19][CH:18]=[CH:17][CH:16]=1)([C:10]([O:12][CH2:13][CH3:14])=[O:11])[C:5]([O:7][CH2:8][CH3:9])=[O:6])(=O)[CH3:2].[C:21]([CH2:23][C:24]([O:26][CH2:27][CH3:28])=[O:25])#[N:22].C([O-])(=O)C.[NH4+]. (9) Given the product [Cl:20][CH2:15][C:14]1[C:9]2[CH:8]=[C:7]([CH:1]3[CH2:6][CH2:5][CH2:4][CH2:3][CH2:2]3)[S:18][C:10]=2[N:11]=[C:12]([CH3:17])[N:13]=1, predict the reactants needed to synthesize it. The reactants are: [CH:1]1([C:7]2[S:18][C:10]3[N:11]=[C:12]([CH3:17])[N:13]=[C:14]([CH2:15]O)[C:9]=3[CH:8]=2)[CH2:6][CH2:5][CH2:4][CH2:3][CH2:2]1.C(Cl)[Cl:20].S(Cl)(Cl)=O. (10) The reactants are: [NH2:1][C@H:2]1[CH2:6][CH2:5][CH2:4][C@@H:3]1[NH:7][C:8](=[O:14])[O:9][C:10]([CH3:13])([CH3:12])[CH3:11].[Br:15][C:16]1[C:17](Cl)=[N:18][C:19]([Cl:22])=[N:20][CH:21]=1.BrC1C(NC(C(C)C)CNC(=O)OC(C)(C)C)=NC(Cl)=NC=1. Given the product [Br:15][C:16]1[C:17]([NH:1][C@H:2]2[CH2:6][CH2:5][CH2:4][C@@H:3]2[NH:7][C:8](=[O:14])[O:9][C:10]([CH3:11])([CH3:13])[CH3:12])=[N:18][C:19]([Cl:22])=[N:20][CH:21]=1, predict the reactants needed to synthesize it.